From a dataset of Reaction yield outcomes from USPTO patents with 853,638 reactions. Predict the reaction yield, written as a fraction of the theoretical maximum amount of product (1.0 means a 100% yield; for example, 0.34 means a 34% yield). The reactants are [CH2:1]([O:3][C:4](=[O:16])[C:5]([C:14]#[N:15])=[CH:6][C:7]1[CH:12]=[CH:11][C:10](Br)=[CH:9][CH:8]=1)[CH3:2].ClC1C=CC([Mg][Br:25])=CC=1.[ClH:26].[C:27]1(C)[CH:32]=[CH:31][CH:30]=[CH:29][CH:28]=1. No catalyst specified. The product is [CH2:1]([O:3][C:4](=[O:16])[C:5]([C:30]1[CH:31]=[CH:32][C:27]([Br:25])=[CH:28][CH:29]=1)([C:14]#[N:15])[CH2:6][C:7]1[CH:12]=[CH:11][C:10]([Cl:26])=[CH:9][CH:8]=1)[CH3:2]. The yield is 0.910.